From a dataset of CYP2C19 inhibition data for predicting drug metabolism from PubChem BioAssay. Regression/Classification. Given a drug SMILES string, predict its absorption, distribution, metabolism, or excretion properties. Task type varies by dataset: regression for continuous measurements (e.g., permeability, clearance, half-life) or binary classification for categorical outcomes (e.g., BBB penetration, CYP inhibition). Dataset: cyp2c19_veith. (1) The compound is O=C(NCCN1CCN(C(=O)C(c2ccccc2)c2ccccc2)CC1)C(=O)Nc1ccccc1. The result is 1 (inhibitor). (2) The compound is C[N+](C)(C)/N=C\c1ccc(O)c(O)c1.[I-]. The result is 0 (non-inhibitor). (3) The molecule is O=C(c1cnc(-c2ccccc2)s1)c1ccc(Cl)cc1Cl. The result is 1 (inhibitor). (4) The molecule is Cc1ccc(S(=O)(=O)NCC(=O)OC(C)C(=O)Nc2ncc(Cl)cc2Cl)cc1. The result is 1 (inhibitor).